Dataset: Reaction yield outcomes from USPTO patents with 853,638 reactions. Task: Predict the reaction yield, written as a fraction of the theoretical maximum amount of product (1.0 means a 100% yield; for example, 0.34 means a 34% yield). (1) The reactants are [C:1]([C:5]1[CH:6]=[C:7]([NH:17][C:18](=[O:40])[C:19]([C:21]2[C:30]3[C:25](=[CH:26][CH:27]=[CH:28][CH:29]=3)[C:24]([O:31][CH2:32][CH2:33][N:34]3[CH2:39][CH2:38][O:37][CH2:36][CH2:35]3)=[CH:23][CH:22]=2)=O)[N:8]([C:10]2[CH:15]=[CH:14][C:13]([CH3:16])=[CH:12][CH:11]=2)[N:9]=1)([CH3:4])([CH3:3])[CH3:2].Cl.[CH3:42][O:43][NH2:44].N1C=CC=CC=1. The catalyst is CCO. The product is [C:1]([C:5]1[CH:6]=[C:7]([NH:17][C:18](=[O:40])[C:19](=[N:44][O:43][CH3:42])[C:21]2[C:30]3[C:25](=[CH:26][CH:27]=[CH:28][CH:29]=3)[C:24]([O:31][CH2:32][CH2:33][N:34]3[CH2:39][CH2:38][O:37][CH2:36][CH2:35]3)=[CH:23][CH:22]=2)[N:8]([C:10]2[CH:11]=[CH:12][C:13]([CH3:16])=[CH:14][CH:15]=2)[N:9]=1)([CH3:4])([CH3:3])[CH3:2]. The yield is 0.760. (2) The reactants are [OH:1][CH2:2][CH:3]1[NH:8][CH2:7][CH2:6][N:5]([C:9]([O:11][C:12]([CH3:15])([CH3:14])[CH3:13])=[O:10])[CH2:4]1.[Cl:16][C:17]1[CH:22]=[CH:21][C:20]([N:23]=[C:24]=[O:25])=[CH:19][CH:18]=1. The catalyst is O1CCCC1. The product is [Cl:16][C:17]1[CH:22]=[CH:21][C:20]([NH:23][C:24]([N:8]2[CH2:7][CH2:6][N:5]([C:9]([O:11][C:12]([CH3:15])([CH3:14])[CH3:13])=[O:10])[CH2:4][CH:3]2[CH2:2][OH:1])=[O:25])=[CH:19][CH:18]=1. The yield is 0.953. (3) The reactants are [CH:1]1([CH2:4][O:5][C:6]2[C:11]([F:12])=[CH:10][CH:9]=[CH:8][C:7]=2[C@:13]([C@@H:21]2[CH2:26][CH2:25][CH2:24][N:23](C(OC(C)(C)C)=O)[CH2:22]2)([OH:20])[CH2:14][CH2:15][CH2:16][CH2:17][O:18][CH3:19])[CH2:3][CH2:2]1.C([O-])(O)=O.[Na+]. The catalyst is C(O)(C(F)(F)F)=O.C(Cl)Cl. The product is [CH:1]1([CH2:4][O:5][C:6]2[C:11]([F:12])=[CH:10][CH:9]=[CH:8][C:7]=2[C@:13]([C@@H:21]2[CH2:26][CH2:25][CH2:24][NH:23][CH2:22]2)([OH:20])[CH2:14][CH2:15][CH2:16][CH2:17][O:18][CH3:19])[CH2:3][CH2:2]1. The yield is 0.420.